Dataset: Full USPTO retrosynthesis dataset with 1.9M reactions from patents (1976-2016). Task: Predict the reactants needed to synthesize the given product. (1) Given the product [CH3:1][C:2]1[CH:9]=[CH:8][C:5]([C:6]#[N:7])=[CH:4][N+:3]=1[O-:15], predict the reactants needed to synthesize it. The reactants are: [CH3:1][C:2]1[CH:9]=[CH:8][C:5]([C:6]#[N:7])=[CH:4][N:3]=1.ClC1C=C(C=CC=1)C(OO)=[O:15].S([O-])([O-])=O.[Na+].[Na+]. (2) Given the product [CH3:1][O:2][C:3](=[O:54])[CH2:4][C@H:5]([OH:46])[CH2:6][C:7](=[O:45])[CH:8]=[CH:9][C:10]1[N:11]([CH:42]([CH3:43])[CH3:44])[C:12]([C:29](=[O:41])[NH:30][C:31]2[CH:32]=[CH:33][C:34]([S:37](=[O:39])(=[O:40])[NH2:38])=[CH:35][CH:36]=2)=[C:13]([C:22]2[CH:27]=[CH:26][C:25]([F:28])=[CH:24][CH:23]=2)[C:14]=1[C:15]1[CH:20]=[CH:19][C:18]([F:21])=[CH:17][CH:16]=1, predict the reactants needed to synthesize it. The reactants are: [CH3:1][O:2][C:3](=[O:54])[CH2:4][C@H:5]([O:46][Si](C(C)(C)C)(C)C)[CH2:6][C:7](=[O:45])[CH:8]=[CH:9][C:10]1[N:11]([CH:42]([CH3:44])[CH3:43])[C:12]([C:29](=[O:41])[NH:30][C:31]2[CH:36]=[CH:35][C:34]([S:37](=[O:40])(=[O:39])[NH2:38])=[CH:33][CH:32]=2)=[C:13]([C:22]2[CH:27]=[CH:26][C:25]([F:28])=[CH:24][CH:23]=2)[C:14]=1[C:15]1[CH:20]=[CH:19][C:18]([F:21])=[CH:17][CH:16]=1.F. (3) Given the product [NH:20]1[C:28]2[C:23](=[CH:24][CH:25]=[C:26](/[CH:29]=[C:10]3/[C:2](=[O:1])[NH:3][C:4]4[C:9]/3=[CH:8][C:7]([C:11]([NH:13][C:14]3[CH:15]=[CH:16][CH:17]=[CH:18][CH:19]=3)=[O:12])=[CH:6][CH:5]=4)[CH:27]=2)[CH:22]=[N:21]1, predict the reactants needed to synthesize it. The reactants are: [O:1]=[C:2]1[CH2:10][C:9]2[C:4](=[CH:5][CH:6]=[C:7]([C:11]([NH:13][C:14]3[CH:19]=[CH:18][CH:17]=[CH:16][CH:15]=3)=[O:12])[CH:8]=2)[NH:3]1.[NH:20]1[C:28]2[C:23](=[CH:24][CH:25]=[C:26]([CH:29]=O)[CH:27]=2)[CH:22]=[N:21]1.N1CCCCC1.